This data is from Reaction yield outcomes from USPTO patents with 853,638 reactions. The task is: Predict the reaction yield, written as a fraction of the theoretical maximum amount of product (1.0 means a 100% yield; for example, 0.34 means a 34% yield). (1) The yield is 0.510. The product is [CH2:27]([C:18]1[N:17]=[CH:16][C:15]([C:10]2[S:11][CH:12]=[C:8]([C:5]3[CH:6]=[CH:7][C:2]([Cl:1])=[CH:3][CH:4]=3)[N:9]=2)=[CH:25][C:19]=1[C:20]([OH:22])=[O:21])[CH3:28]. The catalyst is [Cl-].[Zn+2].[Cl-].C1C=CC([P]([Pd]([P](C2C=CC=CC=2)(C2C=CC=CC=2)C2C=CC=CC=2)([P](C2C=CC=CC=2)(C2C=CC=CC=2)C2C=CC=CC=2)[P](C2C=CC=CC=2)(C2C=CC=CC=2)C2C=CC=CC=2)(C2C=CC=CC=2)C2C=CC=CC=2)=CC=1. The reactants are [Cl:1][C:2]1[CH:7]=[CH:6][C:5]([C:8]2[N:9]=[C:10](Br)[S:11][CH:12]=2)=[CH:4][CH:3]=1.Br[C:15]1[CH:16]=[N:17][CH:18]=[C:19]([CH:25]=1)[C:20]([O:22]CC)=[O:21].O1CC[CH2:28][CH2:27]1. (2) The reactants are [CH3:1][C:2]1[CH:14]=[C:13]([C:15](=O)[CH2:16][C:17]2[CH:22]=[CH:21][CH:20]=[CH:19][CH:18]=2)[CH:12]=[CH:11][C:3]=1[O:4][CH2:5][C:6]([O:8][CH2:9][CH3:10])=[O:7].Cl.[OH:25][NH2:26].C([O-])(=O)C.[Na+]. The catalyst is CO.O. The product is [OH:25][N:26]=[C:15]([C:13]1[CH:12]=[CH:11][C:3]([O:4][CH2:5][C:6]([O:8][CH2:9][CH3:10])=[O:7])=[C:2]([CH3:1])[CH:14]=1)[CH2:16][C:17]1[CH:22]=[CH:21][CH:20]=[CH:19][CH:18]=1. The yield is 0.900. (3) The catalyst is C(O)CCC. The reactants are [CH3:1][C:2]1[CH:3]=[C:4]([O:10][CH3:11])[C:5](=[O:9])[NH:6][C:7]=1[CH3:8].[OH-].[K+].I[CH2:15][CH2:16][CH2:17][CH3:18]. The yield is 0.296. The product is [CH2:15]([N:6]1[C:7]([CH3:8])=[C:2]([CH3:1])[CH:3]=[C:4]([O:10][CH3:11])[C:5]1=[O:9])[CH2:16][CH2:17][CH3:18].